From a dataset of Drug-target binding data from BindingDB using IC50 measurements. Regression. Given a target protein amino acid sequence and a drug SMILES string, predict the binding affinity score between them. We predict pIC50 (pIC50 = -log10(IC50 in M); higher means more potent). Dataset: bindingdb_ic50. (1) The compound is NNc1nccc(C(=O)O)n1. The target protein (Q9Y4C1) has sequence MVLTLGESWPVLVGRRFLSLSAADGSDGSHDSWDVERVAEWPWLSGTIRAVSHTDVTKKDLKVCVEFDGESWRKRRWIEVYSLLRRAFLVEHNLVLAERKSPEISERIVQWPAITYKPLLDKAGLGSITSVRFLGDQQRVFLSKDLLKPIQDVNSLRLSLTDNQIVSKEFQALIVKHLDESHLLKGDKNLVGSEVKIYSLDPSTQWFSATVINGNPASKTLQVNCEEIPALKIVDPSLIHVEVVHDNLVTCGNSARIGAVKRKSSENNGTLVSKQAKSCSEASPSMCPVQSVPTTVFKEILLGCTAATPPSKDPRQQSTPQAANSPPNLGAKIPQGCHKQSLPEEISSCLNTKSEALRTKPDVCKAGLLSKSSQIGTGDLKILTEPKGSCTQPKTNTDQENRLESVPQALTGLPKECLPTKASSKAELEIANPPELQKHLEHAPSPSDVSNAPEVKAGVNSDSPNNCSGKKVEPSALACRSQNLKESSVKVDNESCCSRS.... The pIC50 is 4.4. (2) The small molecule is Cc1coc2c1C(=O)C(=O)c1c-2ccc2c(C)cccc12. The target protein (P0C6U8) has sequence MESLVLGVNEKTHVQLSLPVLQVRDVLVRGFGDSVEEALSEAREHLKNGTCGLVELEKGVLPQLEQPYVFIKRSDALSTNHGHKVVELVAEMDGIQYGRSGITLGVLVPHVGETPIAYRNVLLRKNGNKGAGGHSYGIDLKSYDLGDELGTDPIEDYEQNWNTKHGSGALRELTRELNGGAVTRYVDNNFCGPDGYPLDCIKDFLARAGKSMCTLSEQLDYIESKRGVYCCRDHEHEIAWFTERSDKSYEHQTPFEIKSAKKFDTFKGECPKFVFPLNSKVKVIQPRVEKKKTEGFMGRIRSVYPVASPQECNNMHLSTLMKCNHCDEVSWQTCDFLKATCEHCGTENLVIEGPTTCGYLPTNAVVKMPCPACQDPEIGPEHSVADYHNHSNIETRLRKGGRTRCFGGCVFAYVGCYNKRAYWVPRASADIGSGHTGITGDNVETLNEDLLEILSRERVNINIVGDFHLNEEVAIILASFSASTSAFIDTIKSLDYKSFK.... The pIC50 is 5.1. (3) The drug is COc1ccc(C(=O)C2CCN(C3CCN(Cc4nc5c(cnn5C)c(=O)[nH]4)C3=O)CC2)cc1. The target protein (Q9UGN5) has sequence MAARRRRSTGGGRARALNESKRVNNGNTAPEDSSPAKKTRRCQRQESKKMPVAGGKANKDRTEDKQDGMPGRSWASKRVSESVKALLLKGKAPVDPECTAKVGKAHVYCEGNDVYDVMLNQTNLQFNNNKYYLIQLLEDDAQRNFSVWMRWGRVGKMGQHSLVACSGNLNKAKEIFQKKFLDKTKNNWEDREKFEKVPGKYDMLQMDYATNTQDEEETKKEESLKSPLKPESQLDLRVQELIKLICNVQAMEEMMMEMKYNTKKAPLGKLTVAQIKAGYQSLKKIEDCIRAGQHGRALMEACNEFYTRIPHDFGLRTPPLIRTQKELSEKIQLLEALGDIEIAIKLVKTELQSPEHPLDQHYRNLHCALRPLDHESYEFKVISQYLQSTHAPTHSDYTMTLLDLFEVEKDGEKEAFREDLHNRMLLWHGSRMSNWVGILSHGLRIAPPEAPITGYMFGKGIYFADMSSKSANYCFASRLKNTGLLLLSEVALGQCNELLE.... The pIC50 is 4.7. (4) The drug is NC(=O)c1ccc(Oc2ccc(C(N)=O)cc2)cc1. The target protein sequence is MKKRDLSASLNFQSTFSMTTCNLPEHWTDMNHQLFCMVQLEPGQSEYNTIKDKFTRTCSSYAIEKIERIQNAFLWQSYQVKKRQMDIKNDHKNNERLLFHGTDADSVPYVNQHGFNRSCAGKNAVSYGKGTYFAVDASYSAKDTYSKPDSNGRKHMYVVRVLTGVFTKGRAGLVTPPPKNPHNPTDLFDSVTNNTRS. The pIC50 is 5.0. (5) The compound is CC[C@@H](C(N)=O)N1C[C@H](CCl)CC1=O. The target protein (Q02563) has sequence MEEGFRDRAAFIRGAKDIAKEVKKHAAKKVVKGLDRVQDEYSRRSYSRFEEEEDDDDFPAPADGYYRGEGAQDEEEGGASSDATEGHDEDDEIYEGEYQGIPRAESGGKGERMADGAPLAGVRGGLSDGEGPPGGRGEAQRRKDREELAQQYETILRECGHGRFQWTLYFVLGLALMADGVEVFVVGFVLPSAEKDMCLSDSNKGMLGLIVYLGMMVGAFLWGGLADRLGRRQCLLISLSVNSVFAFFSSFVQGYGTFLFCRLLSGVGIGGSIPIVFSYFSEFLAQEKRGEHLSWLCMFWMIGGVYAAAMAWAIIPHYGWSFQMGSAYQFHSWRVFVLVCAFPSVFAIGALTTQPESPRFFLENGKHDEAWMVLKQVHDTNMRAKGHPERVFSVTHIKTIHQEDELIEIQSDTGTWYQRWGVRALSLGGQVWGNFLSCFSPEYRRITLMMMGVWFTMSFSYYGLTVWFPDMIRHLQAVDYAARTKVFPGERVEHVTFNFT.... The pIC50 is 6.7. (6) The drug is Cc1nc(C)c(C(=O)N[C@@H](Cc2cccc(Cl)c2)C(=O)NCC#N)s1. The target protein sequence is APRSVDWREKGYVTPVKNQGQCGSCWAFSATGALEGQMFRKTGRLISLSEQNLVDCSGPQGNEGCNGGLMDYAFQYVQDNGGLDSEESYPYEATEESCKYNPKYSVANDAGFVDIPKQEKALMKAVATVGPISVAIDAGHESFLFYKEGIYFEPDCSSEDMDHGVLVVGYGFESTESDNNKYWLVKNSWGEEWGMGGYVKMAKDRRNHCGIASAASYPTV. The pIC50 is 6.4.